From a dataset of Peptide-MHC class II binding affinity with 134,281 pairs from IEDB. Regression. Given a peptide amino acid sequence and an MHC pseudo amino acid sequence, predict their binding affinity value. This is MHC class II binding data. (1) The peptide sequence is TTLLRALGAQKEAIS. The MHC is DRB1_0404 with pseudo-sequence DRB1_0404. The binding affinity (normalized) is 0.511. (2) The peptide sequence is IRQAGVQYSR. The MHC is HLA-DQA10301-DQB10302 with pseudo-sequence HLA-DQA10301-DQB10302. The binding affinity (normalized) is 0.136. (3) The peptide sequence is MSQIMYNYPAMRAHA. The binding affinity (normalized) is 0.575. The MHC is HLA-DQA10102-DQB10602 with pseudo-sequence HLA-DQA10102-DQB10602. (4) The peptide sequence is AHLAEENEGDNACKR. The MHC is DRB3_0301 with pseudo-sequence DRB3_0301. The binding affinity (normalized) is 0. (5) The peptide sequence is YELQIVDKIDAAFKI. The MHC is DRB1_1101 with pseudo-sequence DRB1_1101. The binding affinity (normalized) is 0.681. (6) The MHC is HLA-DQA10301-DQB10302 with pseudo-sequence HLA-DQA10301-DQB10302. The peptide sequence is AQNGVQAMSSLGSSL. The binding affinity (normalized) is 0.263. (7) The peptide sequence is PKGGAESSSKAALTS. The MHC is HLA-DQA10102-DQB10602 with pseudo-sequence HLA-DQA10102-DQB10602. The binding affinity (normalized) is 0.373. (8) The peptide sequence is QKRGIVKENIIDLTKI. The MHC is DRB5_0101 with pseudo-sequence DRB5_0101. The binding affinity (normalized) is 0.510. (9) The peptide sequence is RTEIDKPSQHHHHHH. The MHC is HLA-DQA10102-DQB10602 with pseudo-sequence HLA-DQA10102-DQB10602. The binding affinity (normalized) is 0. (10) The peptide sequence is NSRIRASLPTTIAKN. The MHC is DRB1_0101 with pseudo-sequence DRB1_0101. The binding affinity (normalized) is 0.886.